Dataset: TCR-epitope binding with 47,182 pairs between 192 epitopes and 23,139 TCRs. Task: Binary Classification. Given a T-cell receptor sequence (or CDR3 region) and an epitope sequence, predict whether binding occurs between them. (1) The epitope is AVFDRKSDAK. The TCR CDR3 sequence is CASSLMDTYNEQFF. Result: 0 (the TCR does not bind to the epitope). (2) The epitope is LPPAYTNSF. Result: 1 (the TCR binds to the epitope). The TCR CDR3 sequence is CASSYSGGALETQYF.